This data is from Peptide-MHC class I binding affinity with 185,985 pairs from IEDB/IMGT. The task is: Regression. Given a peptide amino acid sequence and an MHC pseudo amino acid sequence, predict their binding affinity value. This is MHC class I binding data. The peptide sequence is CSHHFHELV. The MHC is HLA-A01:01 with pseudo-sequence HLA-A01:01. The binding affinity (normalized) is 0.0699.